Dataset: Catalyst prediction with 721,799 reactions and 888 catalyst types from USPTO. Task: Predict which catalyst facilitates the given reaction. (1) Reactant: [C:1]([C:4]1[CH:27]=[CH:26][C:7]([O:8][CH2:9][C:10]2[CH:15]=[CH:14][C:13]([CH:16](O)[C:17]3[CH:18]=[C:19]([CH:22]=[CH:23][CH:24]=3)[C:20]#[N:21])=[CH:12][CH:11]=2)=[C:6]([C:28]([F:31])([F:30])[F:29])[C:5]=1[OH:32])(=[O:3])[CH3:2].[SiH](CC)(CC)CC. Product: [C:1]([C:4]1[CH:27]=[CH:26][C:7]([O:8][CH2:9][C:10]2[CH:15]=[CH:14][C:13]([CH2:16][C:17]3[CH:18]=[C:19]([CH:22]=[CH:23][CH:24]=3)[C:20]#[N:21])=[CH:12][CH:11]=2)=[C:6]([C:28]([F:30])([F:31])[F:29])[C:5]=1[OH:32])(=[O:3])[CH3:2]. The catalyst class is: 2. (2) Reactant: [CH2:1]([O:8][C:9](=[O:16])[NH:10][C@H:11]([CH2:14][OH:15])[CH2:12][CH3:13])[C:2]1[CH:7]=[CH:6][CH:5]=[CH:4][CH:3]=1.C(N(CC)CC)C.C(O)(=O)CC(CC(O)=O)(C(O)=O)O. Product: [CH2:1]([O:8][C:9](=[O:16])[NH:10][C@H:11]([CH:14]=[O:15])[CH2:12][CH3:13])[C:2]1[CH:7]=[CH:6][CH:5]=[CH:4][CH:3]=1. The catalyst class is: 16. (3) Reactant: [I:1][C:2]1[CH:7]=[CH:6][C:5]([OH:8])=[CH:4][CH:3]=1.[H-].[Na+].[CH3:11][O:12][C:13]([C:15]1[O:16][C:17]([CH2:20]Cl)=[CH:18][CH:19]=1)=[O:14]. Product: [CH3:11][O:12][C:13]([C:15]1[O:16][C:17]([CH2:20][O:8][C:5]2[CH:6]=[CH:7][C:2]([I:1])=[CH:3][CH:4]=2)=[CH:18][CH:19]=1)=[O:14]. The catalyst class is: 9. (4) Reactant: O.Cl.[NH:3]1[CH2:8][CH2:7][C:6](=[O:9])[CH2:5][CH2:4]1.C([O-])([O-])=O.[K+].[K+].[C:16]1([CH3:26])[CH:21]=[CH:20][C:19]([S:22](Cl)(=[O:24])=[O:23])=[CH:18][CH:17]=1. Product: [S:22]([N:3]1[CH2:8][CH2:7][C:6](=[O:9])[CH2:5][CH2:4]1)([C:19]1[CH:20]=[CH:21][C:16]([CH3:26])=[CH:17][CH:18]=1)(=[O:24])=[O:23]. The catalyst class is: 146. (5) Reactant: [CH2:1]([NH2:8])[C:2]1[CH:7]=[CH:6][CH:5]=[CH:4][CH:3]=1.[C:9]([CH2:11][S:12](Cl)(=[O:14])=[O:13])#[N:10].O. Product: [CH2:1]([NH:8][S:12]([CH2:11][C:9]#[N:10])(=[O:14])=[O:13])[C:2]1[CH:7]=[CH:6][CH:5]=[CH:4][CH:3]=1. The catalyst class is: 28. (6) Reactant: Cl[C:2]1[C:3]2[S:23](=[O:24])[CH2:22][CH2:21][C:4]=2[N:5]=[C:6]([N:8]2[CH2:13][CH2:12][N:11]([C:14]3[CH:19]=[CH:18][C:17]([Cl:20])=[CH:16][CH:15]=3)[CH2:10][CH2:9]2)[N:7]=1.[NH2:25][C@@H:26]([CH2:31][OH:32])[CH2:27][CH:28]([CH3:30])[CH3:29].C(N(C(C)C)CC)(C)C.O. Product: [Cl:20][C:17]1[CH:18]=[CH:19][C:14]([N:11]2[CH2:12][CH2:13][N:8]([C:6]3[N:7]=[C:2]([NH:25][C@H:26]([CH2:27][CH:28]([CH3:30])[CH3:29])[CH2:31][OH:32])[C:3]4[S:23](=[O:24])[CH2:22][CH2:21][C:4]=4[N:5]=3)[CH2:9][CH2:10]2)=[CH:15][CH:16]=1. The catalyst class is: 12.